Dataset: TCR-epitope binding with 47,182 pairs between 192 epitopes and 23,139 TCRs. Task: Binary Classification. Given a T-cell receptor sequence (or CDR3 region) and an epitope sequence, predict whether binding occurs between them. (1) The epitope is FVDGVPFVV. The TCR CDR3 sequence is CATSELAGGPNEQFF. Result: 0 (the TCR does not bind to the epitope). (2) The epitope is GPGHKARVL. The TCR CDR3 sequence is CASSQVLAPIQYF. Result: 1 (the TCR binds to the epitope). (3) The epitope is HPVGEADYFEY. The TCR CDR3 sequence is CASSQETGSYEQFF. Result: 0 (the TCR does not bind to the epitope).